This data is from Full USPTO retrosynthesis dataset with 1.9M reactions from patents (1976-2016). The task is: Predict the reactants needed to synthesize the given product. (1) Given the product [CH3:14][O:15][C:31]1[CH:32]=[CH:33][C:28]([C:34]2[CH:35]=[CH:36][CH:37]=[CH:38][CH:41]=2)=[CH:27][C:26]=1[NH:23][C:6]([C:2]1[NH:1][CH:5]=[CH:4][N:3]=1)=[O:8], predict the reactants needed to synthesize it. The reactants are: [NH:1]1[CH:5]=[CH:4][N:3]=[C:2]1[C:6]([OH:8])=O.C1N=CN([C:14](N2C=NC=C2)=[O:15])C=1.C([N:23]([CH2:26][CH3:27])CC)C.[C:28]1([C:34]2[CH:41]=[C:38](OC)[C:37](N)=[CH:36][CH:35]=2)[CH:33]=[CH:32][CH:31]=CC=1. (2) Given the product [CH2:26]([C:13]1[C:14]([NH:17][S:18]([CH3:21])(=[O:20])=[O:19])=[N:15][CH:16]=[C:11]([C:8]2[CH:9]=[CH:10][C:5]([OH:4])=[CH:6][CH:7]=2)[N:12]=1)[C:27]1[CH:32]=[CH:31][CH:30]=[CH:29][CH:28]=1, predict the reactants needed to synthesize it. The reactants are: C([O:4][C:5]1[CH:10]=[CH:9][C:8]([C:11]2[N:12]=[C:13]([CH2:26][C:27]3[CH:32]=[CH:31][CH:30]=[CH:29][CH:28]=3)[C:14]([N:17](S(C)(=O)=O)[S:18]([CH3:21])(=[O:20])=[O:19])=[N:15][CH:16]=2)=[CH:7][CH:6]=1)(=O)C.[OH-].[Na+].Cl.